From a dataset of Reaction yield outcomes from USPTO patents with 853,638 reactions. Predict the reaction yield, written as a fraction of the theoretical maximum amount of product (1.0 means a 100% yield; for example, 0.34 means a 34% yield). The reactants are [CH:1]12[CH2:10][CH:7]([CH2:8][CH2:9]1)[C:6]1[CH:5]=[C:4]([C:11]([O:13][CH2:14][CH3:15])=[O:12])[NH:3][C:2]2=1.[H-].[Na+].Br[CH2:19][C:20]#[N:21].O. The catalyst is CN(C=O)C. The product is [C:20]([CH2:19][N:3]1[C:4]([C:11]([O:13][CH2:14][CH3:15])=[O:12])=[CH:5][C:6]2[CH:7]3[CH2:10][CH:1]([CH2:9][CH2:8]3)[C:2]1=2)#[N:21]. The yield is 0.720.